Regression. Given two drug SMILES strings and cell line genomic features, predict the synergy score measuring deviation from expected non-interaction effect. From a dataset of NCI-60 drug combinations with 297,098 pairs across 59 cell lines. (1) Drug 1: COC1=C2C(=CC3=C1OC=C3)C=CC(=O)O2. Drug 2: C1CNP(=O)(OC1)N(CCCl)CCCl. Cell line: K-562. Synergy scores: CSS=-18.5, Synergy_ZIP=11.0, Synergy_Bliss=9.20, Synergy_Loewe=-16.7, Synergy_HSA=-16.7. (2) Drug 1: CCC1=CC2CC(C3=C(CN(C2)C1)C4=CC=CC=C4N3)(C5=C(C=C6C(=C5)C78CCN9C7C(C=CC9)(C(C(C8N6C)(C(=O)OC)O)OC(=O)C)CC)OC)C(=O)OC.C(C(C(=O)O)O)(C(=O)O)O. Drug 2: C1CC(=O)NC(=O)C1N2C(=O)C3=CC=CC=C3C2=O. Cell line: LOX IMVI. Synergy scores: CSS=44.7, Synergy_ZIP=1.15, Synergy_Bliss=3.33, Synergy_Loewe=-40.8, Synergy_HSA=2.69. (3) Drug 1: C1=C(C(=O)NC(=O)N1)N(CCCl)CCCl. Drug 2: C1CC(C1)(C(=O)O)C(=O)O.[NH2-].[NH2-].[Pt+2]. Cell line: MCF7. Synergy scores: CSS=28.2, Synergy_ZIP=-13.5, Synergy_Bliss=-5.74, Synergy_Loewe=-3.62, Synergy_HSA=-1.16.